From a dataset of Catalyst prediction with 721,799 reactions and 888 catalyst types from USPTO. Predict which catalyst facilitates the given reaction. Reactant: NC1N(C2C(F)=CC(OCCCCCCl)=CC=2F)CC=CC=1C(=O)C1C=CC(F)=CC=1.[NH2:32][C:33]1[N:38]([C:39]2[C:44]([F:45])=[CH:43][C:42]([O:46][CH2:47][CH2:48][CH2:49][CH2:50][CH2:51]Cl)=[CH:41][C:40]=2[F:53])[C:37](=[O:54])[CH:36]=[CH:35][C:34]=1[C:55](=[O:63])[C:56]1[CH:61]=[CH:60][C:59]([F:62])=[CH:58][CH:57]=1.[CH:64]1([O:69][C:70](=[O:77])[C@H:71]([CH2:73][CH:74]([CH3:76])[CH3:75])[NH2:72])[CH2:68][CH2:67][CH2:66][CH2:65]1.[I-].[Na+].C(N(CC)C(C)C)(C)C. Product: [NH2:32][C:33]1[N:38]([C:39]2[C:44]([F:45])=[CH:43][C:42]([O:46][CH2:47][CH2:48][CH2:49][CH2:50][CH2:51][NH:72][C@H:71]([C:70]([O:69][CH:64]3[CH2:65][CH2:66][CH2:67][CH2:68]3)=[O:77])[CH2:73][CH:74]([CH3:76])[CH3:75])=[CH:41][C:40]=2[F:53])[C:37](=[O:54])[CH:36]=[CH:35][C:34]=1[C:55](=[O:63])[C:56]1[CH:61]=[CH:60][C:59]([F:62])=[CH:58][CH:57]=1. The catalyst class is: 31.